Dataset: Full USPTO retrosynthesis dataset with 1.9M reactions from patents (1976-2016). Task: Predict the reactants needed to synthesize the given product. (1) Given the product [NH2:1][C:2]1[N:7]=[C:6]([CH3:8])[N:5]=[C:4]([C:9]2[CH:10]=[C:11]([C:25]([OH:27])([CH3:28])[CH3:26])[CH:12]=[N:13][C:14]=2[NH:15][C:16]2[CH:17]=[N:18][C:19]([O:23][CH3:24])=[C:20]([F:22])[CH:21]=2)[CH:3]=1, predict the reactants needed to synthesize it. The reactants are: [NH2:1][C:2]1[N:7]=[C:6]([CH3:8])[N:5]=[C:4]([C:9]2[CH:10]=[C:11]([C:25](=[O:27])[CH3:26])[CH:12]=[N:13][C:14]=2[NH:15][C:16]2[CH:17]=[N:18][C:19]([O:23][CH3:24])=[C:20]([F:22])[CH:21]=2)[CH:3]=1.[CH3:28][Mg]Br. (2) Given the product [OH:5][C@@H:4]([C:6]1[CH:11]=[CH:10][CH:9]=[CH:8][CH:7]=1)[CH2:3][CH2:2][N:26]1[CH2:27][CH2:28][CH:23]([C:19]2[CH:18]=[C:17]([NH:16][C:14](=[O:15])[CH:13]([CH3:12])[CH3:29])[CH:22]=[CH:21][CH:20]=2)[CH2:24][CH2:25]1, predict the reactants needed to synthesize it. The reactants are: Cl[CH2:2][CH2:3][C@H:4]([C:6]1[CH:11]=[CH:10][CH:9]=[CH:8][CH:7]=1)[OH:5].[CH3:12][CH:13]([CH3:29])[C:14]([NH:16][C:17]1[CH:22]=[CH:21][CH:20]=[C:19]([CH:23]2[CH2:28][CH2:27][NH:26][CH2:25][CH2:24]2)[CH:18]=1)=[O:15].C(N(C(C)C)CC)(C)C.O1CCOCC1. (3) Given the product [NH2:1][C:4]1[CH:33]=[CH:32][C:7]2[N:8]3[CH2:14][C@H:13]([NH:15][C:16](=[O:22])[O:17][C:18]([CH3:21])([CH3:20])[CH3:19])[C@@H:12]([C:23]4[CH:28]=[C:27]([F:29])[C:26]([F:30])=[CH:25][C:24]=4[F:31])[CH2:11][C:9]3=[N:10][C:6]=2[CH:5]=1, predict the reactants needed to synthesize it. The reactants are: [N+:1]([C:4]1[CH:33]=[CH:32][C:7]2[N:8]3[CH2:14][C@H:13]([NH:15][C:16](=[O:22])[O:17][C:18]([CH3:21])([CH3:20])[CH3:19])[C@@H:12]([C:23]4[CH:28]=[C:27]([F:29])[C:26]([F:30])=[CH:25][C:24]=4[F:31])[CH2:11][C:9]3=[N:10][C:6]=2[CH:5]=1)([O-])=O. (4) Given the product [C:1]([O:5][C:6]([N:8]1[CH2:13][CH2:12][N:11]([C:14]2[CH:19]=[CH:18][C:17]([CH3:21])=[CH:16][N:15]=2)[CH2:10][CH2:9]1)=[O:7])([CH3:4])([CH3:3])[CH3:2], predict the reactants needed to synthesize it. The reactants are: [C:1]([O:5][C:6]([N:8]1[CH2:13][CH2:12][N:11]([C:14]2[CH:19]=[CH:18][C:17](Br)=[CH:16][N:15]=2)[CH2:10][CH2:9]1)=[O:7])([CH3:4])([CH3:3])[CH3:2].[CH:21]1(P(C2CCCCC2)C2C=CC=CC=2C2C(OC)=CC=CC=2OC)CCCCC1.[F-].[K+].CB(O)O. (5) Given the product [NH2:29][C:28]1[CH:27]=[C:26]([C:2]2[S:6][C:5]([C:7]([CH3:10])([CH3:9])[CH3:8])=[N:4][C:3]=2[C:11]2[CH:16]=[CH:15][N:14]=[C:13]([NH2:17])[N:12]=2)[CH:32]=[CH:31][CH:30]=1, predict the reactants needed to synthesize it. The reactants are: Br[C:2]1[S:6][C:5]([C:7]([CH3:10])([CH3:9])[CH3:8])=[N:4][C:3]=1[C:11]1[CH:16]=[CH:15][N:14]=[C:13]([NH2:17])[N:12]=1.CC1(C)C(C)(C)OB([C:26]2[CH:27]=[C:28]([CH:30]=[CH:31][CH:32]=2)[NH2:29])O1.C(=O)(O)[O-].[Na+].O1CCOCC1. (6) Given the product [CH3:1][C:2]1[CH:11]=[CH:10][C:9]2[C:4](=[CH:5][CH:6]=[CH:7][C:8]=2[O:12][CH2:13][CH2:14][N:15]2[CH2:20][CH2:19][CH:18]([CH2:21][C:22]3[CH:23]=[C:24]([CH:27]=[CH:28][CH:29]=3)[C:25]#[N:26])[CH2:17][CH2:16]2)[N:3]=1, predict the reactants needed to synthesize it. The reactants are: [CH3:1][C:2]1[CH:11]=[CH:10][C:9]2[C:4](=[CH:5][CH:6]=[CH:7][C:8]=2[O:12][CH2:13][CH2:14][N:15]2[CH2:20][CH2:19][C:18](=[CH:21][C:22]3[CH:23]=[C:24]([CH:27]=[CH:28][CH:29]=3)[C:25]#[N:26])[CH2:17][CH2:16]2)[N:3]=1.C(OCC)(=O)C. (7) Given the product [CH2:22]([O:24][C@H:25]1[CH2:30][CH2:29][N:28]([CH2:1][C:3]2[C:11]([O:12][CH3:13])=[CH:10][C:9]([CH3:14])=[C:8]3[C:4]=2[CH:5]=[CH:6][N:7]3[C:15]([O:17][C:18]([CH3:21])([CH3:20])[CH3:19])=[O:16])[C@H:27]([C:31]2[CH:32]=[CH:33][C:34]([C:35]([O:37][CH3:38])=[O:36])=[CH:39][CH:40]=2)[CH2:26]1)[CH3:23], predict the reactants needed to synthesize it. The reactants are: [CH:1]([C:3]1[C:11]([O:12][CH3:13])=[CH:10][C:9]([CH3:14])=[C:8]2[C:4]=1[CH:5]=[CH:6][N:7]2[C:15]([O:17][C:18]([CH3:21])([CH3:20])[CH3:19])=[O:16])=O.[CH2:22]([O:24][C@H:25]1[CH2:30][CH2:29][NH:28][C@H:27]([C:31]2[CH:40]=[CH:39][C:34]([C:35]([O:37][CH3:38])=[O:36])=[CH:33][CH:32]=2)[CH2:26]1)[CH3:23].[BH-](OC(C)=O)(OC(C)=O)OC(C)=O.[Na+]. (8) Given the product [CH:4]1[C:3]2[C:8](=[N:9][C:10]3[C:15]([C:2]=2[NH:1][CH2:19][C:18]2[CH:21]=[C:22]([N+:25]([O-:27])=[O:26])[CH:23]=[CH:24][C:17]=2[OH:16])=[CH:14][CH:13]=[CH:12][CH:11]=3)[CH:7]=[CH:6][CH:5]=1, predict the reactants needed to synthesize it. The reactants are: [NH2:1][C:2]1[C:3]2[C:8]([N:9]=[C:10]3[C:15]=1[CH:14]=[CH:13][CH:12]=[CH:11]3)=[CH:7][CH:6]=[CH:5][CH:4]=2.[OH:16][C:17]1[CH:24]=[CH:23][C:22]([N+:25]([O-:27])=[O:26])=[CH:21][C:18]=1[CH:19]=O.[BH3-]C#N.[Na+].[K+].[Br-].